This data is from Reaction yield outcomes from USPTO patents with 853,638 reactions. The task is: Predict the reaction yield, written as a fraction of the theoretical maximum amount of product (1.0 means a 100% yield; for example, 0.34 means a 34% yield). (1) No catalyst specified. The product is [C:15]1([CH:6]2[CH2:7][CH2:8][C:9]3[C:14]4=[C:13]([NH:3][C:4](=[O:21])[N:5]24)[CH:12]=[CH:11][CH:10]=3)[CH:16]=[CH:17][CH:18]=[CH:19][CH:20]=1. The yield is 0.850. The reactants are CO[N:3]1[C:13]2=[C:14]3[C:9](=[CH:10][CH:11]=[CH:12]2)[CH2:8][CH2:7][CH:6]([C:15]2[CH:20]=[CH:19][CH:18]=[CH:17][CH:16]=2)[N:5]3[C:4]1=[O:21].C(O)C.C(O)(=O)C. (2) The reactants are [CH3:1][CH:2]([O:4][C:5]1[CH:12]=[CH:11][C:10]([C:13]2[S:14][C:15]([N:18]3[C:26]([CH3:27])=[C:21]4[CH2:22][NH:23][CH2:24][CH2:25][C:20]4=[N:19]3)=[N:16][N:17]=2)=[CH:9][C:6]=1[C:7]#[N:8])[CH3:3].Br[CH2:29][CH2:30][CH2:31][OH:32].C(=O)([O-])[O-].[K+].[K+]. The catalyst is C(#N)C. The product is [OH:32][CH2:31][CH2:30][CH2:29][N:23]1[CH2:24][CH2:25][C:20]2=[N:19][N:18]([C:15]3[S:14][C:13]([C:10]4[CH:11]=[CH:12][C:5]([O:4][CH:2]([CH3:1])[CH3:3])=[C:6]([CH:9]=4)[C:7]#[N:8])=[N:17][N:16]=3)[C:26]([CH3:27])=[C:21]2[CH2:22]1. The yield is 0.330. (3) The reactants are Cl[C:2]1[N:11]=[C:10]([C:12]2[CH:17]=[CH:16][CH:15]=[CH:14][CH:13]=2)[C:9]2[C:4](=[CH:5][CH:6]=[CH:7][CH:8]=2)[N:3]=1.[NH2:18][CH:19]1[CH2:24][CH2:23][N:22](C(OC(C)(C)C)=O)[CH2:21][CH2:20]1.Cl. The catalyst is C(O)CCC.O1CCOCC1. The product is [C:12]1([C:10]2[C:9]3[C:4](=[CH:5][CH:6]=[CH:7][CH:8]=3)[N:3]=[C:2]([NH:18][CH:19]3[CH2:24][CH2:23][NH:22][CH2:21][CH2:20]3)[N:11]=2)[CH:17]=[CH:16][CH:15]=[CH:14][CH:13]=1. The yield is 0.900. (4) The yield is 0.460. No catalyst specified. The reactants are [N:1]1([C:7]2[N:12]=[C:11]([N:13]3[CH:18]4[CH2:19][CH2:20][CH:14]3[CH2:15][O:16][CH2:17]4)[N:10]=[C:9]([C:21]3[CH:27]=[CH:26][C:24]([NH2:25])=[CH:23][CH:22]=3)[N:8]=2)[CH2:6][CH2:5][O:4][CH2:3][CH2:2]1.ClC(Cl)(O[C:32](=[O:38])OC(Cl)(Cl)Cl)Cl.[NH2:40][C:41]1[CH:48]=[CH:47][C:44]([C:45]#[N:46])=[CH:43][CH:42]=1. The product is [C:45]([C:44]1[CH:47]=[CH:48][C:41]([NH:40][C:32]([NH:25][C:24]2[CH:26]=[CH:27][C:21]([C:9]3[N:8]=[C:7]([N:1]4[CH2:2][CH2:3][O:4][CH2:5][CH2:6]4)[N:12]=[C:11]([N:13]4[CH:14]5[CH2:20][CH2:19][CH:18]4[CH2:17][O:16][CH2:15]5)[N:10]=3)=[CH:22][CH:23]=2)=[O:38])=[CH:42][CH:43]=1)#[N:46]. (5) The reactants are [C:1]([C:5]1[O:9][N:8]=[C:7]([NH:10][C:11]([NH:13][C:14]2[CH:19]=[CH:18][CH:17]=[C:16]([OH:20])[CH:15]=2)=[O:12])[CH:6]=1)([CH3:4])([CH3:3])[CH3:2].[CH2:21]([O:28][C:29]1[CH:38]=[C:37]2[C:32]([C:33](Cl)=[N:34][CH:35]=[N:36]2)=[CH:31][CH:30]=1)[C:22]1[CH:27]=[CH:26][CH:25]=[CH:24][CH:23]=1.C(=O)([O-])[O-].[Cs+].[Cs+]. The catalyst is O1CCCC1. The product is [CH2:21]([O:28][C:29]1[CH:38]=[C:37]2[C:32]([C:33]([O:20][C:16]3[CH:15]=[C:14]([NH:13][C:11]([NH:10][C:7]4[CH:6]=[C:5]([C:1]([CH3:4])([CH3:2])[CH3:3])[O:9][N:8]=4)=[O:12])[CH:19]=[CH:18][CH:17]=3)=[N:34][CH:35]=[N:36]2)=[CH:31][CH:30]=1)[C:22]1[CH:23]=[CH:24][CH:25]=[CH:26][CH:27]=1. The yield is 0.380. (6) The reactants are [NH:1]1[CH2:4][CH:3]([O:5][C:6]2[CH:11]=[CH:10][C:9]([N:12]3[CH:17]=[CH:16][C:15]4[N:18]=[C:19]([C:21]5[CH:26]=[CH:25][C:24]([Cl:27])=[CH:23][CH:22]=5)[S:20][C:14]=4[C:13]3=[O:28])=[CH:8][C:7]=2[O:29][CH3:30])[CH2:2]1.C(O[C:34]1(O[Si](C)(C)C)[CH2:36][CH2:35]1)C.C(O)(=O)C.C([BH3-])#N.[Na+].[OH-].[Na+]. The catalyst is CO. The product is [ClH:27].[Cl:27][C:24]1[CH:23]=[CH:22][C:21]([C:19]2[S:20][C:14]3[C:13](=[O:28])[N:12]([C:9]4[CH:10]=[CH:11][C:6]([O:5][CH:3]5[CH2:4][N:1]([CH:34]6[CH2:36][CH2:35]6)[CH2:2]5)=[C:7]([O:29][CH3:30])[CH:8]=4)[CH:17]=[CH:16][C:15]=3[N:18]=2)=[CH:26][CH:25]=1. The yield is 0.350. (7) The reactants are C(N(CC)CC)C.Cl.[NH:9]1[CH2:16][CH2:15][CH2:14][C@H:10]1[C:11]([NH2:13])=[O:12].[C:17](Cl)([C:30]1[CH:35]=[CH:34][CH:33]=[CH:32][CH:31]=1)([C:24]1[CH:29]=[CH:28][CH:27]=[CH:26][CH:25]=1)[C:18]1[CH:23]=[CH:22][CH:21]=[CH:20][CH:19]=1. The catalyst is C(Cl)(Cl)Cl.ClCCl. The product is [C:17]([N:9]1[CH2:16][CH2:15][CH2:14][C@@H:10]1[C:11]([NH2:13])=[O:12])([C:18]1[CH:23]=[CH:22][CH:21]=[CH:20][CH:19]=1)([C:30]1[CH:31]=[CH:32][CH:33]=[CH:34][CH:35]=1)[C:24]1[CH:25]=[CH:26][CH:27]=[CH:28][CH:29]=1. The yield is 0.930. (8) The reactants are C(=O)([O-])[O-].[Cs+].[Cs+].[C:7]([O:11][C:12](=[O:38])[NH:13][C@H:14]1[CH2:19][CH2:18][C@H:17]([CH:20]([OH:37])[CH:21]([OH:36])[CH2:22][C:23]2[C:32]3[C:27](=[CH:28][CH:29]=[C:30]([O:33][CH3:34])[CH:31]=3)[N:26]=[CH:25][C:24]=2Cl)[CH2:16][CH2:15]1)([CH3:10])([CH3:9])[CH3:8].C(P(C(C)(C)C)C1C=CC2C(=CC=CC=2)C=1C1C2C(=CC=CC=2)C=CC=1)(C)(C)C. The catalyst is O1CCOCC1.C([O-])(=O)C.[Pd+2].C([O-])(=O)C. The product is [C:7]([O:11][C:12](=[O:38])[NH:13][C@H:14]1[CH2:19][CH2:18][C@H:17]([CH:20]([OH:37])[CH:21]2[O:36][C:24]3[CH:25]=[N:26][C:27]4[CH:28]=[CH:29][C:30]([O:33][CH3:34])=[CH:31][C:32]=4[C:23]=3[CH2:22]2)[CH2:16][CH2:15]1)([CH3:10])([CH3:9])[CH3:8]. The yield is 0.670. (9) The reactants are [NH2:1][C:2]([C:4]1[CH:29]=[CH:28][C:7]([O:8][CH2:9][CH2:10][CH2:11][O:12][C:13]2[CH:14]=[C:15]3[C:19](=[CH:20][CH:21]=2)[C@H:18]([CH2:22][C:23]([O:25][CH2:26][CH3:27])=[O:24])[CH2:17][CH2:16]3)=[C:6]([O:30][CH3:31])[CH:5]=1)=[S:3].Cl[CH:33]1[CH2:38][CH2:37][CH2:36][CH2:35][C:34]1=O. The catalyst is CCO. The product is [CH3:31][O:30][C:6]1[CH:5]=[C:4]([C:2]2[S:3][C:33]3[CH2:38][CH2:37][CH2:36][CH2:35][C:34]=3[N:1]=2)[CH:29]=[CH:28][C:7]=1[O:8][CH2:9][CH2:10][CH2:11][O:12][C:13]1[CH:14]=[C:15]2[C:19](=[CH:20][CH:21]=1)[C@H:18]([CH2:22][C:23]([O:25][CH2:26][CH3:27])=[O:24])[CH2:17][CH2:16]2. The yield is 0.580. (10) The product is [F:1][C:2]1[CH:3]=[CH:4][C:5]([C:8]2[CH:24]=[C:11]3[CH:12]=[C:13]([C:16]4[CH:17]=[C:18]([CH:19]([OH:20])[CH3:25])[CH:21]=[CH:22][CH:23]=4)[CH:14]=[CH:15][N:10]3[N:9]=2)=[CH:6][CH:7]=1. The catalyst is O1CCCC1.O.ClCCl. The reactants are [F:1][C:2]1[CH:7]=[CH:6][C:5]([C:8]2[CH:24]=[C:11]3[CH:12]=[C:13]([C:16]4[CH:17]=[C:18]([CH:21]=[CH:22][CH:23]=4)[CH:19]=[O:20])[CH:14]=[CH:15][N:10]3[N:9]=2)=[CH:4][CH:3]=1.[CH3:25][Mg]Br.[Cl-].[NH4+].C(=O)([O-])[O-].[Na+].[Na+]. The yield is 0.740.